This data is from Forward reaction prediction with 1.9M reactions from USPTO patents (1976-2016). The task is: Predict the product of the given reaction. (1) The product is: [CH3:1][O:2][C:3]1[CH:4]=[C:5]2[C:10](=[CH:11][C:12]=1[O:13][CH3:14])[C:9]([C:15](=[O:24])[C:16]1[CH:21]=[CH:20][CH:19]=[C:18]([O:22][CH3:23])[CH:17]=1)=[N:8][CH:7]=[C:6]2[C:25]([NH2:32])=[O:26]. Given the reactants [CH3:1][O:2][C:3]1[CH:4]=[C:5]2[C:10](=[CH:11][C:12]=1[O:13][CH3:14])[C:9]([C:15](=[O:24])[C:16]1[CH:21]=[CH:20][CH:19]=[C:18]([O:22][CH3:23])[CH:17]=1)=[N:8][CH:7]=[C:6]2[C:25](O)=[O:26].[Cl-].[NH4+].C([N:32](CC)CC)C.O, predict the reaction product. (2) Given the reactants Cl[C:2]1[C:7]([N+:8]([O-:10])=[O:9])=[CH:6][CH:5]=[CH:4][N:3]=1.[NH2:11][C:12]1[CH:13]=[C:14]([C:18]2[CH:23]=[CH:22][CH:21]=[CH:20][N:19]=2)[CH:15]=[CH:16][CH:17]=1.C(=O)([O-])[O-].[K+].[K+], predict the reaction product. The product is: [N+:8]([C:7]1[C:2]([NH:11][C:12]2[CH:17]=[CH:16][CH:15]=[C:14]([C:18]3[CH:23]=[CH:22][CH:21]=[CH:20][N:19]=3)[CH:13]=2)=[N:3][CH:4]=[CH:5][CH:6]=1)([O-:10])=[O:9]. (3) Given the reactants [Cl:1][C:2]1[CH:3]=[CH:4][C:5]2[N:11]3[CH:12]=[CH:13][CH:14]=[C:10]3[C@@H:9]([CH2:15][CH2:16][C:17]([N:19]3[CH2:25][CH2:24][CH2:23][N:22]([CH2:26][C:27]([O:29]CC)=[O:28])[C:21](=[O:32])[CH2:20]3)=[O:18])[O:8][C@H:7]([C:33]3[CH:38]=[CH:37][CH:36]=[C:35]([O:39][CH3:40])[C:34]=3[O:41][CH3:42])[C:6]=2[CH:43]=1.O1CCCC1.C(=O)([O-])[O-].[K+].[K+].C(O)(=O)CC(CC(O)=O)(C(O)=O)O, predict the reaction product. The product is: [Cl:1][C:2]1[CH:3]=[CH:4][C:5]2[N:11]3[CH:12]=[CH:13][CH:14]=[C:10]3[C@@H:9]([CH2:15][CH2:16][C:17]([N:19]3[CH2:25][CH2:24][CH2:23][N:22]([CH2:26][C:27]([OH:29])=[O:28])[C:21](=[O:32])[CH2:20]3)=[O:18])[O:8][C@H:7]([C:33]3[CH:38]=[CH:37][CH:36]=[C:35]([O:39][CH3:40])[C:34]=3[O:41][CH3:42])[C:6]=2[CH:43]=1.